From a dataset of Full USPTO retrosynthesis dataset with 1.9M reactions from patents (1976-2016). Predict the reactants needed to synthesize the given product. The reactants are: Br[C:2]1[CH:3]=[C:4]([N+:13]([O-:15])=[O:14])[C:5]([CH3:12])=[C:6]([CH:11]=1)[C:7]([O:9][CH3:10])=[O:8].C1(P(C2C=CC=CC=2)C2C=CC=CC=2)C=CC=CC=1.[CH2:35]([S:37]([C:40]1[CH:41]=[C:42](B(O)O)[CH:43]=[CH:44][CH:45]=1)(=[O:39])=[O:38])[CH3:36].C(=O)([O-])[O-].[Na+].[Na+]. Given the product [CH2:35]([S:37]([C:40]1[CH:45]=[C:44]([C:2]2[CH:3]=[C:4]([N+:13]([O-:15])=[O:14])[C:5]([CH3:12])=[C:6]([C:7]([O:9][CH3:10])=[O:8])[CH:11]=2)[CH:43]=[CH:42][CH:41]=1)(=[O:38])=[O:39])[CH3:36], predict the reactants needed to synthesize it.